This data is from Forward reaction prediction with 1.9M reactions from USPTO patents (1976-2016). The task is: Predict the product of the given reaction. (1) Given the reactants Br[C:2]1[CH:15]=[C:14]([Cl:16])[C:5]([O:6][Si:7]([C:10]([CH3:13])([CH3:12])[CH3:11])([CH3:9])[CH3:8])=[C:4]([Cl:17])[CH:3]=1.[Li]CC[CH2:21][CH3:22].[OH2:23], predict the reaction product. The product is: [Si:7]([O:6][C:5]1[C:14]([Cl:16])=[CH:15][C:2]([C:21](=[O:23])[CH3:22])=[CH:3][C:4]=1[Cl:17])([C:10]([CH3:13])([CH3:12])[CH3:11])([CH3:9])[CH3:8]. (2) Given the reactants [C:1]([C:3]1[CH:4]([C:17]2[CH:18]=[CH:19][CH:20]=[C:21]3[C:26]=2[O:25][C:24]([CH3:27])=[CH:23][C:22]3=[O:28])[C:5]([C:11]([O:13][CH2:14][CH2:15][CH3:16])=[O:12])=[C:6]([CH3:10])[NH:7][C:8]=1[CH3:9])#[N:2].CCCC(C)C.C(O)C.C(NCC)C, predict the reaction product. The product is: [C:1]([C:3]1[C@@H:4]([C:17]2[CH:18]=[CH:19][CH:20]=[C:21]3[C:26]=2[O:25][C:24]([CH3:27])=[CH:23][C:22]3=[O:28])[C:5]([C:11]([O:13][CH2:14][CH2:15][CH3:16])=[O:12])=[C:6]([CH3:10])[NH:7][C:8]=1[CH3:9])#[N:2].